Predict the reaction yield, written as a fraction of the theoretical maximum amount of product (1.0 means a 100% yield; for example, 0.34 means a 34% yield). From a dataset of Reaction yield outcomes from USPTO patents with 853,638 reactions. (1) The reactants are [C:1]([O:5][C:6]([NH:8][NH:9][C:10](=O)[C:11]1[CH:16]=[CH:15][C:14]([N+:17]([O-:19])=[O:18])=[CH:13][C:12]=1[F:20])=[O:7])([CH3:4])([CH3:3])[CH3:2].COC1C=CC(P2(SP(C3C=CC(OC)=CC=3)(=S)S2)=[S:31])=CC=1. The catalyst is O1CCOCC1. The product is [C:1]([O:5][C:6]([NH:8][NH:9][C:10](=[S:31])[C:11]1[CH:16]=[CH:15][C:14]([N+:17]([O-:19])=[O:18])=[CH:13][C:12]=1[F:20])=[O:7])([CH3:4])([CH3:3])[CH3:2]. The yield is 0.820. (2) The reactants are [CH3:1][C:2]1[N:3]([CH2:11][CH2:12][CH3:13])[C:4]2[C:9]([CH:10]=1)=[CH:8][CH:7]=[CH:6][CH:5]=2.[Cl-].C([Al+]CC)C.[S:20]1[C:24]2[NH:25][C:26]([C:28](Cl)=[O:29])=[CH:27][C:23]=2[CH:22]=[CH:21]1. The catalyst is C(Cl)Cl. The product is [CH3:1][C:2]1[N:3]([CH2:11][CH2:12][CH3:13])[C:4]2[C:9]([C:10]=1[C:28]([C:26]1[NH:25][C:24]3[S:20][CH:21]=[CH:22][C:23]=3[CH:27]=1)=[O:29])=[CH:8][CH:7]=[CH:6][CH:5]=2. The yield is 0.110. (3) The reactants are [CH3:1][CH:2]([O:4][C:5]1[C:6]([O:15][CH2:16][CH:17]=C)=[C:7]([CH:12]=[CH:13][CH:14]=1)[C:8]([O:10][CH3:11])=[O:9])[CH3:3].CSC.Cl.[NH2:23][CH2:24][C:25]1[C:26](=[O:33])[NH:27][C:28]([CH3:32])=[CH:29][C:30]=1[CH3:31].C([BH3-])#N.[Na+]. The catalyst is ClCCl.CO. The product is [CH3:31][C:30]1[CH:29]=[C:28]([CH3:32])[NH:27][C:26](=[O:33])[C:25]=1[CH2:24][NH:23][CH2:17][CH2:16][O:15][C:6]1[C:5]([O:4][CH:2]([CH3:1])[CH3:3])=[CH:14][CH:13]=[CH:12][C:7]=1[C:8]([O:10][CH3:11])=[O:9]. The yield is 0.110. (4) The reactants are [NH2:1][C:2]1[CH:3]=[N:4][CH:5]=[CH:6][C:7]=1[NH2:8].[C:9](O)(=[O:13])[C:10](O)=[O:11]. The catalyst is Cl. The product is [NH:8]1[C:10](=[O:11])[C:9](=[O:13])[NH:1][C:2]2[CH:3]=[N:4][CH:5]=[CH:6][C:7]1=2. The yield is 0.800. (5) The catalyst is ClCCl.CN(C)C=O. The reactants are [CH:1]1([NH:6][C:7]2[N:16]=[CH:15][C:14]3[CH2:13][CH2:12][C:11]4[C:17]([C:21]([O-])=[O:22])=[N:18][N:19]([CH3:20])[C:10]=4[C:9]=3[N:8]=2)[CH2:5][CH2:4][CH2:3][CH2:2]1.[K+].C(Cl)(=O)C(Cl)=O.Cl.[CH3:32][NH:33][OH:34].C(N(CC)CC)C. The product is [CH:1]1([NH:6][C:7]2[N:16]=[CH:15][C:14]3[CH2:13][CH2:12][C:11]4[C:17]([C:21]([N:33]([OH:34])[CH3:32])=[O:22])=[N:18][N:19]([CH3:20])[C:10]=4[C:9]=3[N:8]=2)[CH2:2][CH2:3][CH2:4][CH2:5]1. The yield is 0.600.